From a dataset of Drug-target binding data from BindingDB using IC50 measurements. Regression. Given a target protein amino acid sequence and a drug SMILES string, predict the binding affinity score between them. We predict pIC50 (pIC50 = -log10(IC50 in M); higher means more potent). Dataset: bindingdb_ic50. The pIC50 is 6.9. The target protein sequence is MKRVITLFAVLLMGWSVNAWSFACKTANGTAIPIGGGSANVYVNLAPAVNVGQNLVVDLSTQIFCHNDYPETITDYVTLQRGAAYGGVLSSFSGTVKYNGSSYPFPTTSETPRVVYNSRTDKPWPVALYLTPVSSAGGVAIKAGSLIAVLILRQTNNYNSDDFQFVWNIYANNDVVVPTGGCDVSARDVTVTLPDYPGSVPIPLTVYCAKSQNLGYYLSGTTADAGNSIFTNTASFSPAQGVGVQLTRNGTIIPANNTVSLGAVGTSAVSLGLTANYARTGGQVTAGNVQSIIGVTFVYQ. The drug is Cc1cc(-c2ccc3cc[nH]c(=O)c3c2)ccc1O[C@H]1O[C@H](CO)[C@@H](O)[C@H](O)[C@@H]1O.